Dataset: Forward reaction prediction with 1.9M reactions from USPTO patents (1976-2016). Task: Predict the product of the given reaction. (1) The product is: [Br:1][C:2]1[CH:3]=[C:4]2[C:5](=[CH:10][CH:11]=1)[C:6](=[O:7])[N:15]([CH3:14])[CH2:12]2. Given the reactants [Br:1][C:2]1[CH:11]=[CH:10][C:5]([C:6](OC)=[O:7])=[C:4]([CH2:12]Br)[CH:3]=1.[CH3:14][NH2:15], predict the reaction product. (2) Given the reactants [Cl:1][C:2]1[N:3]=[C:4]([O:10][CH2:11][C:12]2[CH:13]=[N:14][CH:15]=[CH:16][CH:17]=2)[C:5]([NH2:9])=[N:6][C:7]=1[Cl:8].[Cl:18][C:19]1[C:24]([Cl:25])=[CH:23][CH:22]=[CH:21][C:20]=1[S:26](Cl)(=[O:28])=[O:27], predict the reaction product. The product is: [Cl:18][C:19]1[C:24]([Cl:25])=[CH:23][CH:22]=[CH:21][C:20]=1[S:26]([NH:9][C:5]1[C:4]([O:10][CH2:11][C:12]2[CH:13]=[N:14][CH:15]=[CH:16][CH:17]=2)=[N:3][C:2]([Cl:1])=[C:7]([Cl:8])[N:6]=1)(=[O:28])=[O:27]. (3) Given the reactants S([Cl:11])(C1C=CC(C)=CC=1)(=O)=O.[CH3:12][C:13]1[C:18]([CH3:19])=[CH:17][C:16]([CH3:20])=[CH:15][N+:14]=1[O-].C(N(CC)CC)C, predict the reaction product. The product is: [Cl:11][CH2:12][C:13]1[C:18]([CH3:19])=[CH:17][C:16]([CH3:20])=[CH:15][N:14]=1. (4) Given the reactants [CH3:1][C:2]1[O:3][C:4]([CH3:10])=[CH:5][C:6]=1[C:7]([OH:9])=O.[CH2:11]([O:13][C:14]1[CH:20]=[CH:19][C:17]([NH2:18])=[C:16]([N+:21]([O-:23])=[O:22])[CH:15]=1)[CH3:12], predict the reaction product. The product is: [CH3:1][C:2]1[O:3][C:4]([CH3:10])=[CH:5][C:6]=1[C:7]([NH:18][C:17]1[CH:19]=[CH:20][C:14]([O:13][CH2:11][CH3:12])=[CH:15][C:16]=1[N+:21]([O-:23])=[O:22])=[O:9]. (5) Given the reactants Br[C:2]1[CH:3]=[CH:4][C:5]([S:8]([CH:11]([CH3:13])[CH3:12])(=[O:10])=[O:9])=[N:6][CH:7]=1.[CH3:14][C:15]1([CH3:31])[C:19]([CH3:21])([CH3:20])[O:18][B:17]([B:17]2[O:18][C:19]([CH3:21])([CH3:20])[C:15]([CH3:31])([CH3:14])[O:16]2)[O:16]1.C([O-])(=O)C.[K+], predict the reaction product. The product is: [CH3:12][CH:11]([S:8]([C:5]1[CH:4]=[CH:3][C:2]([B:17]2[O:18][C:19]([CH3:21])([CH3:20])[C:15]([CH3:31])([CH3:14])[O:16]2)=[CH:7][N:6]=1)(=[O:10])=[O:9])[CH3:13]. (6) Given the reactants [NH2:1][C:2]1[N:3]([CH3:24])[C:4](=[O:23])[C:5]2([C:15]3[C:10](=[CH:11][CH:12]=[C:13](Br)[CH:14]=3)[O:9][CH:8]([C:17]3[CH:22]=[CH:21][CH:20]=[CH:19][CH:18]=3)[CH2:7]2)[N:6]=1.[N:25]1[CH:30]=[CH:29][CH:28]=[C:27](B(O)O)[CH:26]=1, predict the reaction product. The product is: [NH2:1][C:2]1[N:3]([CH3:24])[C:4](=[O:23])[C:5]2([C:15]3[C:10](=[CH:11][CH:12]=[C:13]([C:27]4[CH:26]=[N:25][CH:30]=[CH:29][CH:28]=4)[CH:14]=3)[O:9][CH:8]([C:17]3[CH:22]=[CH:21][CH:20]=[CH:19][CH:18]=3)[CH2:7]2)[N:6]=1.